From a dataset of Catalyst prediction with 721,799 reactions and 888 catalyst types from USPTO. Predict which catalyst facilitates the given reaction. (1) Reactant: [NH2:1][CH2:2][CH2:3][O:4][CH2:5][CH2:6][OH:7].Cl[C:9]1[C:18]2[C:13](=[CH:14][CH:15]=[CH:16][CH:17]=2)[N:12]=[CH:11][C:10]=1[N+:19]([O-:21])=[O:20].C(=O)([O-])[O-].[K+].[K+].C(N(CC)CC)C. Product: [N+:19]([C:10]1[CH:11]=[N:12][C:13]2[C:18]([C:9]=1[NH:1][CH2:2][CH2:3][O:4][CH2:5][CH2:6][OH:7])=[CH:17][CH:16]=[CH:15][CH:14]=2)([O-:21])=[O:20]. The catalyst class is: 174. (2) Reactant: [Cl:1][C:2]1[CH:3]=[C:4]([NH:16][CH2:17][N:18](SC)[C:19]#[N:20])[CH:5]=[C:6]([Cl:15])[C:7]=1[N:8]1[CH:13]=[CH:12][CH:11]=[CH:10][C:9]1=[O:14].[NH2:23][NH2:24]. Product: [NH2:20][C:19]1[NH:24][N:23]=[C:17]([NH:16][C:4]2[CH:3]=[C:2]([Cl:1])[C:7]([N:8]3[CH:13]=[CH:12][CH:11]=[CH:10][C:9]3=[O:14])=[C:6]([Cl:15])[CH:5]=2)[N:18]=1. The catalyst class is: 14. (3) Reactant: C([N:4]([CH2:8][CH3:9])[CH:5](C)C)(C)C.Cl.Cl.Cl.[CH3:13][C:14]([CH3:51])([CH3:50])[C@H:15]([NH:19][C:20]([C:22]1[CH:27]=[CH:26][C:25]([C:28]2[CH:29]=[N:30][C:31]3[N:32]([C:34]([C:37]4([C:40]5[CH:41]=[C:42]6[C:47](=[CH:48][CH:49]=5)[N:46]=[CH:45][CH:44]=[CH:43]6)[CH2:39][CH2:38]4)=[CH:35][N:36]=3)[CH:33]=2)=[CH:24][N:23]=1)=[O:21])[C:16](O)=[O:17].F[P-](F)(F)(F)(F)F.N1(O[P+](N(C)C)(N(C)C)N(C)C)C2C=CC=CC=2N=N1.Cl.N1CCC1. Product: [N:4]1([C:16]([C@@H:15]([NH:19][C:20]([C:22]2[CH:27]=[CH:26][C:25]([C:28]3[CH:29]=[N:30][C:31]4[N:32]([C:34]([C:37]5([C:40]6[CH:41]=[C:42]7[C:47](=[CH:48][CH:49]=6)[N:46]=[CH:45][CH:44]=[CH:43]7)[CH2:39][CH2:38]5)=[CH:35][N:36]=4)[CH:33]=3)=[CH:24][N:23]=2)=[O:21])[C:14]([CH3:50])([CH3:13])[CH3:51])=[O:17])[CH2:5][CH2:9][CH2:8]1. The catalyst class is: 405. (4) Reactant: [CH2:1]([O:8][C@@H:9]1[C@@H:17]([C:18](=O)[CH3:19])[O:16][C@H:15]2[C@H:11]([N:12]=[C:13]([N:21]([CH3:23])[CH3:22])[S:14]2)[C@H:10]1[O:24][CH2:25][C:26]1[CH:31]=[CH:30][CH:29]=[CH:28][CH:27]=1)[C:2]1[CH:7]=[CH:6][CH:5]=[CH:4][CH:3]=1.[CH3:32][C:33]([S:36]([NH2:38])=[O:37])([CH3:35])[CH3:34]. Product: [CH2:1]([O:8][C@@H:9]1[C@@H:17]([C:18](=[N:38][S:36]([C:33]([CH3:35])([CH3:34])[CH3:32])=[O:37])[CH3:19])[O:16][C@H:15]2[C@H:11]([N:12]=[C:13]([N:21]([CH3:22])[CH3:23])[S:14]2)[C@H:10]1[O:24][CH2:25][C:26]1[CH:27]=[CH:28][CH:29]=[CH:30][CH:31]=1)[C:2]1[CH:3]=[CH:4][CH:5]=[CH:6][CH:7]=1. The catalyst class is: 1. (5) Reactant: O1[C:5]2([CH2:10][CH2:9][CH:8]([N:11]3[C:16](=[O:17])[C:15]([CH2:18][C:19]4[CH:24]=[CH:23][C:22]([C:25]5[CH:30]=[CH:29][CH:28]=[CH:27][C:26]=5[C:31]5[NH:35][C:34](=[O:36])[O:33][N:32]=5)=[CH:21][CH:20]=4)=[C:14]([CH2:37][CH2:38][CH3:39])[N:13]4[N:40]=[CH:41][N:42]=[C:12]34)[CH2:7][CH2:6]2)[O:4]CC1.Cl.O1CCCC1. Product: [O:4]=[C:5]1[CH2:10][CH2:9][CH:8]([N:11]2[C:16](=[O:17])[C:15]([CH2:18][C:19]3[CH:20]=[CH:21][C:22]([C:25]4[CH:30]=[CH:29][CH:28]=[CH:27][C:26]=4[C:31]4[NH:35][C:34](=[O:36])[O:33][N:32]=4)=[CH:23][CH:24]=3)=[C:14]([CH2:37][CH2:38][CH3:39])[N:13]3[N:40]=[CH:41][N:42]=[C:12]23)[CH2:7][CH2:6]1. The catalyst class is: 13.